From a dataset of Catalyst prediction with 721,799 reactions and 888 catalyst types from USPTO. Predict which catalyst facilitates the given reaction. (1) The catalyst class is: 5. Product: [Cl:28][C:17]1[C:15]2[O:16][C:10]3[C:9]([CH3:32])=[CH:8][C:7]([C:5]([OH:4])=[O:6])=[CH:31][C:11]=3[S:12](=[O:29])(=[O:30])[CH2:13][C:14]=2[CH:20]=[C:19]([N:21]2[CH2:22][CH2:23][N:2]([CH3:1])[CH2:26][CH2:25]2)[CH:18]=1. Reactant: [CH3:1][NH2:2].C[O:4][C:5]([C:7]1[CH:8]=[C:9]([CH3:32])[C:10]2[O:16][C:15]3[C:17]([Cl:28])=[CH:18][C:19]([N:21]([CH2:25][CH2:26]Cl)[CH2:22][CH2:23]Cl)=[CH:20][C:14]=3[CH2:13][S:12](=[O:30])(=[O:29])[C:11]=2[CH:31]=1)=[O:6]. (2) Reactant: C([C@@H]1C[O:7]C(C2C=CC=CC=2NC2C(NC3C=CC=CC=3C3OC[C@@H](C(C)C)N=3)=CC=CC=2)=N1)(C)C.[CH:37]1([C:40]2[CH:45]=[CH:44][N:43]=[C:42]([C:46]3[CH:47]=[N:48][C:49]([N:52]4[C:60]5[C:55](=[CH:56][CH:57]=[C:58]([C:61]([O:63][CH3:64])=[O:62])[CH:59]=5)[C:54]([S:65][CH3:66])=[CH:53]4)=[N:50][CH:51]=3)[CH:41]=2)[CH2:39][CH2:38]1.C(O)(=O)C.OO. Product: [CH:37]1([C:40]2[CH:45]=[CH:44][N:43]=[C:42]([C:46]3[CH:51]=[N:50][C:49]([N:52]4[C:60]5[C:55](=[CH:56][CH:57]=[C:58]([C:61]([O:63][CH3:64])=[O:62])[CH:59]=5)[C:54]([S:65]([CH3:66])=[O:7])=[CH:53]4)=[N:48][CH:47]=3)[CH:41]=2)[CH2:38][CH2:39]1. The catalyst class is: 4. (3) Reactant: Br[C:2]1[CH:3]=[C:4]([CH2:10][NH:11][C:12]([C:14]2[CH:19]=[CH:18][CH:17]=[C:16]([C:20]([NH:22][CH2:23][C:24]3[C:25]([NH:37][CH:38]4[CH2:43][CH2:42][O:41][CH2:40][CH2:39]4)=[C:26]4[CH:34]=[N:33][N:32]([CH2:35][CH3:36])[C:27]4=[N:28][C:29]=3[CH2:30][CH3:31])=[O:21])[N:15]=2)=[O:13])[CH:5]=[CH:6][C:7]=1[O:8][CH3:9].[CH3:44][C@H:45]1[CH2:50][N:49]([CH2:51][C:52]2[CH:57]=[CH:56][CH:55]=[C:54](B3OC(C)(C)C(C)(C)O3)[CH:53]=2)[CH2:48][CH2:47][N:46]1[C:67]([O:69][C:70]([CH3:73])([CH3:72])[CH3:71])=[O:68].C([O-])([O-])=O.[Na+].[Na+]. Product: [CH2:35]([N:32]1[C:27]2=[N:28][C:29]([CH2:30][CH3:31])=[C:24]([CH2:23][NH:22][C:20]([C:16]3[N:15]=[C:14]([C:12]([NH:11][CH2:10][C:4]4[CH:5]=[CH:6][C:7]([O:8][CH3:9])=[C:2]([C:56]5[CH:55]=[CH:54][CH:53]=[C:52]([CH2:51][N:49]6[CH2:48][CH2:47][N:46]([C:67]([O:69][C:70]([CH3:73])([CH3:72])[CH3:71])=[O:68])[C@@H:45]([CH3:44])[CH2:50]6)[CH:57]=5)[CH:3]=4)=[O:13])[CH:19]=[CH:18][CH:17]=3)=[O:21])[C:25]([NH:37][CH:38]3[CH2:43][CH2:42][O:41][CH2:40][CH2:39]3)=[C:26]2[CH:34]=[N:33]1)[CH3:36]. The catalyst class is: 117.